This data is from Catalyst prediction with 721,799 reactions and 888 catalyst types from USPTO. The task is: Predict which catalyst facilitates the given reaction. (1) Reactant: [CH:1]1([O:6][C:7]2[CH:8]=[C:9]([CH:15]3[CH2:19][N:18]([CH2:20][C:21]([O-:23])=[O:22])[C:17](=[O:24])[CH2:16]3)[CH:10]=[CH:11][C:12]=2[O:13][CH3:14])[CH2:5][CH2:4][CH2:3][CH2:2]1.[OH-].[K+].O. Product: [CH:1]1([O:6][C:7]2[CH:8]=[C:9]([CH:15]3[CH2:19][N:18]([CH2:20][C:21]([OH:23])=[O:22])[C:17](=[O:24])[CH2:16]3)[CH:10]=[CH:11][C:12]=2[O:13][CH3:14])[CH2:5][CH2:4][CH2:3][CH2:2]1. The catalyst class is: 5. (2) Reactant: Br[C:2]1[CH:12]=[C:11]([O:13][CH3:14])[C:5]2[O:6][CH2:7][CH2:8][CH2:9][O:10][C:4]=2[C:3]=1[F:15].C([Li])CCC.[CH:21](N1CCOCC1)=[O:22].[Cl-].[NH4+]. The catalyst class is: 56. Product: [F:15][C:3]1[C:4]2[O:10][CH2:9][CH2:8][CH2:7][O:6][C:5]=2[C:11]([O:13][CH3:14])=[CH:12][C:2]=1[CH:21]=[O:22]. (3) Reactant: C([O:3][C:4]([C:6]1[CH:10]=[C:9]([C:11]2[CH:16]=[CH:15][C:14]([CH3:17])=[CH:13][N:12]=2)[N:8]([C:18]2[N:23]=[CH:22][CH:21]=[CH:20][N:19]=2)[N:7]=1)=[O:5])C.O.[OH-].[Li+].Cl. Product: [CH3:17][C:14]1[CH:15]=[CH:16][C:11]([C:9]2[N:8]([C:18]3[N:23]=[CH:22][CH:21]=[CH:20][N:19]=3)[N:7]=[C:6]([C:4]([OH:5])=[O:3])[CH:10]=2)=[N:12][CH:13]=1. The catalyst class is: 30. (4) Reactant: [CH:1]([Mg]Br)=[CH2:2].CON(C)[C:8](=[O:17])[CH2:9][C:10]1[CH:15]=[CH:14][CH:13]=[CH:12][C:11]=1[CH3:16]. Product: [CH3:16][C:11]1[CH:12]=[CH:13][CH:14]=[CH:15][C:10]=1[CH2:9][C:8](=[O:17])[CH:1]=[CH2:2]. The catalyst class is: 116.